Dataset: Reaction yield outcomes from USPTO patents with 853,638 reactions. Task: Predict the reaction yield, written as a fraction of the theoretical maximum amount of product (1.0 means a 100% yield; for example, 0.34 means a 34% yield). (1) The reactants are [CH3:1][C:2]1[CH:18]=[CH:17][C:5]2[NH:6][C:7]([C:9]3([CH2:15][NH2:16])[CH2:14][CH2:13][NH:12][CH2:11][CH2:10]3)=[N:8][C:4]=2[CH:3]=1.Cl[C:20]1[C:21]2[CH:28]=[CH:27][NH:26][C:22]=2[N:23]=[CH:24][N:25]=1.C(N(C(C)C)C(C)C)C. The catalyst is C(O)CCC. The product is [CH3:1][C:2]1[CH:18]=[CH:17][C:5]2[NH:6][C:7]([C:9]3([CH2:15][NH2:16])[CH2:14][CH2:13][N:12]([C:20]4[C:21]5[CH:28]=[CH:27][NH:26][C:22]=5[N:23]=[CH:24][N:25]=4)[CH2:11][CH2:10]3)=[N:8][C:4]=2[CH:3]=1. The yield is 0.303. (2) The reactants are Br[CH2:2][CH2:3][CH2:4][CH2:5][CH2:6][CH2:7][CH2:8][CH2:9][CH:10]=[CH:11][CH2:12][CH:13]=[CH:14][CH2:15][CH2:16][CH2:17][CH2:18][CH3:19].[C:20]([CH2:22][CH2:23][CH2:24][CH2:25][CH2:26][CH2:27][CH2:28][CH2:29][CH:30]=[CH:31][CH2:32][CH:33]=[CH:34][CH2:35][CH2:36][CH2:37][CH2:38][CH3:39])#N.CC[O:42]CC. The catalyst is II. The product is [CH3:19][CH2:18][CH2:17][CH2:16][CH2:15][CH:14]=[CH:13][CH2:12][CH:11]=[CH:10][CH2:9][CH2:8][CH2:7][CH2:6][CH2:5][CH2:4][CH2:3][CH2:2][C:20](=[O:42])[CH2:22][CH2:23][CH2:24][CH2:25][CH2:26][CH2:27][CH2:28][CH2:29][CH:30]=[CH:31][CH2:32][CH:33]=[CH:34][CH2:35][CH2:36][CH2:37][CH2:38][CH3:39]. The yield is 0.740. (3) The reactants are [F:1][C:2]([F:31])([F:30])[C:3]1[CH:8]=[CH:7][CH:6]=[CH:5][C:4]=1[C:9]1[CH2:10][C@@H:11]2[CH2:15][N:14]([C:16]([NH:18][C:19]3[CH:28]=[CH:27][CH:26]=[CH:25][C:20]=3[C:21]([O:23]C)=[O:22])=[O:17])[CH2:13][C@@H:12]2[CH:29]=1.O[Li].O.Cl. The catalyst is CO.C1COCC1.O. The product is [F:30][C:2]([F:1])([F:31])[C:3]1[CH:8]=[CH:7][CH:6]=[CH:5][C:4]=1[C:9]1[CH2:29][C@@H:12]2[CH2:13][N:14]([C:16]([NH:18][C:19]3[CH:28]=[CH:27][CH:26]=[CH:25][C:20]=3[C:21]([OH:23])=[O:22])=[O:17])[CH2:15][C@@H:11]2[CH:10]=1. The yield is 0.790. (4) The reactants are [C:1]([O:5][C:6]([N:8]1[C:17]2[C:12](=[CH:13][C:14]([C:18]#[C:19][CH2:20][CH2:21][CH2:22][OH:23])=[CH:15][CH:16]=2)[CH2:11][CH2:10][CH2:9]1)=[O:7])([CH3:4])([CH3:3])[CH3:2]. The catalyst is C(O)C.[Pd]. The product is [C:1]([O:5][C:6]([N:8]1[C:17]2[C:12](=[CH:13][C:14]([CH2:18][CH2:19][CH2:20][CH2:21][CH2:22][OH:23])=[CH:15][CH:16]=2)[CH2:11][CH2:10][CH2:9]1)=[O:7])([CH3:4])([CH3:3])[CH3:2]. The yield is 0.680.